This data is from Forward reaction prediction with 1.9M reactions from USPTO patents (1976-2016). The task is: Predict the product of the given reaction. (1) The product is: [F:6][C:7]1[CH:12]=[CH:11][C:10]([C:13]2[C:17]([C:18]3[CH:23]=[CH:22][N:21]=[C:20]([NH:24][C:1](=[O:4])[CH2:2][CH3:3])[N:19]=3)=[CH:16][N:15]([CH:25]([CH3:27])[CH3:26])[N:14]=2)=[CH:9][CH:8]=1. Given the reactants [C:1](Cl)(=[O:4])[CH2:2][CH3:3].[F:6][C:7]1[CH:12]=[CH:11][C:10]([C:13]2[C:17]([C:18]3[CH:23]=[CH:22][N:21]=[C:20]([NH2:24])[N:19]=3)=[CH:16][N:15]([CH:25]([CH3:27])[CH3:26])[N:14]=2)=[CH:9][CH:8]=1.C(N(CC)CC)C, predict the reaction product. (2) Given the reactants C(OC[CH:7]1[CH2:12][CH2:11]C(COCC2OC2)[CH2:9][CH2:8]1)C1[O:4][CH2:3]1.C1(O)C=CC=CC=1.[CH3:26][CH:27](OC(C)=O)[CH2:28][O:29]C.[C:35]1([CH3:42])[C:40]([OH:41])=[CH:39][CH:38]=[CH:37][CH:36]=1.C1(O)C=CC=CC=1, predict the reaction product. The product is: [CH2:3]=[O:4].[CH3:11][C:12]1[C:27]([CH3:26])=[C:28]([OH:29])[CH:9]=[CH:8][CH:7]=1.[CH3:42][C:35]1[CH:36]=[CH:37][CH:38]=[CH:39][C:40]=1[OH:41].